Dataset: Full USPTO retrosynthesis dataset with 1.9M reactions from patents (1976-2016). Task: Predict the reactants needed to synthesize the given product. (1) The reactants are: [C:1]12([NH2:11])[CH2:10][CH:5]3[CH2:6][CH:7]([CH2:9][CH:3]([CH2:4]3)[CH2:2]1)[CH2:8]2.[O:12]=[C:13]1[CH2:17][CH2:16][CH2:15][N:14]1[C:18]1[CH:25]=[CH:24][C:21]([CH:22]=O)=[CH:20][CH:19]=1. Given the product [C:1]12([NH:11][CH2:22][C:21]3[CH:24]=[CH:25][C:18]([N:14]4[CH2:15][CH2:16][CH2:17][C:13]4=[O:12])=[CH:19][CH:20]=3)[CH2:8][CH:7]3[CH2:6][CH:5]([CH2:4][CH:3]([CH2:9]3)[CH2:2]1)[CH2:10]2, predict the reactants needed to synthesize it. (2) Given the product [O:44]1[C:45]2[CH:50]=[CH:49][CH:48]=[CH:47][C:46]=2[C:42]([C:2]2[C:6]3[CH:7]=[CH:8][CH:9]=[CH:10][C:5]=3[S:4][C:3]=2[CH2:11][N:12]([CH:25]2[CH2:27][CH2:26]2)[C:13]([C:15]2[C:16]([CH:22]([F:24])[F:23])=[N:17][N:18]([CH3:21])[C:19]=2[F:20])=[O:14])=[CH:43]1, predict the reactants needed to synthesize it. The reactants are: Br[C:2]1[C:6]2[CH:7]=[CH:8][CH:9]=[CH:10][C:5]=2[S:4][C:3]=1[CH2:11][N:12]([CH:25]1[CH2:27][CH2:26]1)[C:13]([C:15]1[C:16]([CH:22]([F:24])[F:23])=[N:17][N:18]([CH3:21])[C:19]=1[F:20])=[O:14].C(=O)([O-])[O-].[Na+].[Na+].CC1(C)C(C)(C)OB([C:42]2[C:46]3[CH:47]=[CH:48][CH:49]=[CH:50][C:45]=3[O:44][CH:43]=2)O1.ClCCl. (3) Given the product [C:25]([C:24]1[CH:27]=[CH:28][C:21]([CH:19]2[C:18]3[C:17](=[O:33])[CH2:16][CH2:15][CH2:14][C:13]=3[N:12]([C:34]3[CH:39]=[CH:38][CH:37]=[C:36]([C:40]([F:42])([F:43])[F:41])[CH:35]=3)[C:11](=[O:10])[N:20]2[CH2:2][C:3]([OH:5])=[O:4])=[C:22]([S:29]([CH3:32])(=[O:31])=[O:30])[CH:23]=1)#[N:26], predict the reactants needed to synthesize it. The reactants are: Br[CH2:2][C:3]([O:5]C(C)(C)C)=[O:4].[O:10]=[C:11]1[NH:20][CH:19]([C:21]2[CH:28]=[CH:27][C:24]([C:25]#[N:26])=[CH:23][C:22]=2[S:29]([CH3:32])(=[O:31])=[O:30])[C:18]2[C:17](=[O:33])[CH2:16][CH2:15][CH2:14][C:13]=2[N:12]1[C:34]1[CH:39]=[CH:38][CH:37]=[C:36]([C:40]([F:43])([F:42])[F:41])[CH:35]=1.C(=O)([O-])[O-].[Cs+].[Cs+].FC(F)(F)C(O)=O. (4) Given the product [CH3:35][C:34]1[CH:33]=[C:32]([CH3:36])[NH:31][C:30](=[O:37])[C:29]=1[CH2:28][NH:27][C:16]([C:6]1[C:5]([CH3:19])=[C:4]([N:3]([CH2:1][CH3:2])[CH:20]2[CH2:25][CH2:24][O:23][CH2:22][CH2:21]2)[S:8][C:7]=1[N:9]1[CH2:10][CH2:11][N:12]([CH3:15])[CH2:13][CH2:14]1)=[O:18], predict the reactants needed to synthesize it. The reactants are: [CH2:1]([N:3]([CH:20]1[CH2:25][CH2:24][O:23][CH2:22][CH2:21]1)[C:4]1[S:8][C:7]([N:9]2[CH2:14][CH2:13][N:12]([CH3:15])[CH2:11][CH2:10]2)=[C:6]([C:16]([OH:18])=O)[C:5]=1[CH3:19])[CH3:2].Cl.[NH2:27][CH2:28][C:29]1[C:30](=[O:37])[NH:31][C:32]([CH3:36])=[CH:33][C:34]=1[CH3:35].C(Cl)CCl.C1C=NC2N(O)N=NC=2C=1.CN1CCOCC1.